From a dataset of Catalyst prediction with 721,799 reactions and 888 catalyst types from USPTO. Predict which catalyst facilitates the given reaction. (1) Reactant: [CH3:1][C:2]1[N:7]=[CH:6][C:5]([OH:8])=[CH:4][CH:3]=1.C([O-])([O-])=O.[Na+].[Na+].[I:15]I. Product: [I:15][C:6]1[C:5]([OH:8])=[CH:4][CH:3]=[C:2]([CH3:1])[N:7]=1. The catalyst class is: 6. (2) Reactant: [NH2:1][CH2:2][C:3]1[C:4](=[O:14])[NH:5][C:6]([CH:10]2[CH2:13][CH2:12][CH2:11]2)=[CH:7][C:8]=1[CH3:9].[NH2:15][CH2:16][C:17]1[C:18](=[O:28])[NH:19][C:20]([CH3:27])=[CH:21][C:22]=1[CH:23]1[CH2:26][CH2:25][CH2:24]1.[CH3:29][C:30]([O:33][C:34](O[C:37]([O:39][C:40]([CH3:43])([CH3:42])[CH3:41])=[O:38])=[O:35])([CH3:32])[CH3:31].C(N(CC)CC)C. Product: [CH:10]1([C:6]2[NH:5][C:4](=[O:14])[C:3]([CH2:2][NH:1][C:34](=[O:35])[O:33][C:30]([CH3:32])([CH3:31])[CH3:29])=[C:8]([CH3:9])[CH:7]=2)[CH2:11][CH2:12][CH2:13]1.[CH:23]1([C:22]2[CH:21]=[C:20]([CH3:27])[NH:19][C:18](=[O:28])[C:17]=2[CH2:16][NH:15][C:37](=[O:38])[O:39][C:40]([CH3:41])([CH3:42])[CH3:43])[CH2:24][CH2:25][CH2:26]1. The catalyst class is: 118. (3) Reactant: Cl[C:2]1[CH:7]=[CH:6][C:5]([N+:8]([O-:10])=[O:9])=[CH:4][N:3]=1.[C:11]([C:13]([C:16]1[CH:17]=[C:18]([CH:31]=[CH:32][CH:33]=1)[C:19]([NH:21][C:22]1[CH:27]=[CH:26][C:25]([CH2:28][CH3:29])=[C:24]([OH:30])[CH:23]=1)=[O:20])([CH3:15])[CH3:14])#[N:12].C(=O)([O-])[O-].[K+].[K+]. Product: [C:11]([C:13]([C:16]1[CH:17]=[C:18]([CH:31]=[CH:32][CH:33]=1)[C:19]([NH:21][C:22]1[CH:27]=[CH:26][C:25]([CH2:28][CH3:29])=[C:24]([O:30][C:2]2[CH:7]=[CH:6][C:5]([N+:8]([O-:10])=[O:9])=[CH:4][N:3]=2)[CH:23]=1)=[O:20])([CH3:15])[CH3:14])#[N:12]. The catalyst class is: 9. (4) Reactant: [F:1][C:2]1[CH:3]=[C:4]([N:9]=[C:10]=S)[CH:5]=[CH:6][C:7]=1[F:8].[NH:12]([C:14](=[O:37])[C:15]([NH:17][C:18]1[CH:19]=[CH:20][C:21]([O:24][CH:25]2[CH2:30][CH2:29][C:28]([CH3:36])([C:31]([O:33][CH2:34][CH3:35])=[O:32])[CH2:27][CH2:26]2)=[N:22][CH:23]=1)=[O:16])[NH2:13].Cl.CN(C)CCCN=C=NCC. Product: [F:1][C:2]1[CH:3]=[C:4]([NH:9][C:10]2[O:37][C:14]([C:15]([NH:17][C:18]3[CH:19]=[CH:20][C:21]([O:24][CH:25]4[CH2:30][CH2:29][C:28]([CH3:36])([C:31]([O:33][CH2:34][CH3:35])=[O:32])[CH2:27][CH2:26]4)=[N:22][CH:23]=3)=[O:16])=[N:12][N:13]=2)[CH:5]=[CH:6][C:7]=1[F:8]. The catalyst class is: 3. (5) Reactant: [NH2:1][CH:2]1[CH2:11][C:10]2[CH:9]=[C:8]([C:12]([O:14][CH3:15])=[O:13])[CH:7]=[CH:6][C:5]=2[CH2:4][CH2:3]1.Cl.[Cl:17][C:18]1[CH:23]=[C:22]([N+]([O-])=O)[CH:21]=[CH:20][N:19]=1.C(N(CC)C(C)C)(C)C. Product: [Cl:17][C:18]1[CH:23]=[C:22]([NH:1][CH:2]2[CH2:11][C:10]3[CH:9]=[C:8]([C:12]([O:14][CH3:15])=[O:13])[CH:7]=[CH:6][C:5]=3[CH2:4][CH2:3]2)[CH:21]=[CH:20][N:19]=1. The catalyst class is: 329. (6) Reactant: I[C:2]1[C:10]2[C:5](=[CH:6][CH:7]=[C:8]([N:11]([S:19]([C:22]3[CH:27]=[CH:26][CH:25]=[CH:24][C:23]=3[S:28]([CH3:31])(=[O:30])=[O:29])(=[O:21])=[O:20])C(OC(C)(C)C)=O)[CH:9]=2)[N:4](C(OC(C)(C)C)=O)[N:3]=1.[N:39]1[CH:44]=[CH:43][C:42](B(O)O)=[CH:41][CH:40]=1.C(=O)([O-])O.[Na+]. Product: [CH3:31][S:28]([C:23]1[CH:24]=[CH:25][CH:26]=[CH:27][C:22]=1[S:19]([NH:11][C:8]1[CH:9]=[C:10]2[C:5](=[CH:6][CH:7]=1)[NH:4][N:3]=[C:2]2[C:42]1[CH:43]=[CH:44][N:39]=[CH:40][CH:41]=1)(=[O:21])=[O:20])(=[O:29])=[O:30]. The catalyst class is: 9. (7) Reactant: [CH3:1][O:2][C:3]1[CH:4]=[C:5]2[O:9][C:8]([C:10]3[N:11]=[C:12]4[N:16]([CH:17]=3)[N:15]=[C:14]([O:18][CH3:19])[S:13]4)=[CH:7][C:6]2=[C:20]([OH:22])[CH:21]=1.C(P(CCCC)CCCC)CCC.[C:36]1([C:42]2[N:47]=[C:46]([CH2:48]O)[CH:45]=[CH:44][N:43]=2)[CH:41]=[CH:40][CH:39]=[CH:38][CH:37]=1.N(C(N1CCCCC1)=O)=NC(N1CCCCC1)=O. Product: [CH3:19][O:18][C:14]1[S:13][C:12]2=[N:11][C:10]([C:8]3[O:9][C:5]4[CH:4]=[C:3]([O:2][CH3:1])[CH:21]=[C:20]([O:22][CH2:48][C:46]5[CH:45]=[CH:44][N:43]=[C:42]([C:36]6[CH:37]=[CH:38][CH:39]=[CH:40][CH:41]=6)[N:47]=5)[C:6]=4[CH:7]=3)=[CH:17][N:16]2[N:15]=1. The catalyst class is: 266. (8) Reactant: [CH3:1][CH:2]([O:4][C:5]1[CH:13]=[CH:12][CH:11]=[C:10]2[C:6]=1[CH2:7][C:8](C(O)=O)([C:14]([OH:16])=[O:15])[CH2:9]2)[CH3:3].Cl. Product: [CH3:3][CH:2]([O:4][C:5]1[CH:13]=[CH:12][CH:11]=[C:10]2[C:6]=1[CH2:7][CH:8]([C:14]([OH:16])=[O:15])[CH2:9]2)[CH3:1]. The catalyst class is: 37.